This data is from Full USPTO retrosynthesis dataset with 1.9M reactions from patents (1976-2016). The task is: Predict the reactants needed to synthesize the given product. (1) Given the product [F:22][C:19]1[CH:20]=[CH:21][C:16]([N:11]([CH2:12][CH:13]([CH3:15])[CH3:14])[S:10]([C:7]2[CH:8]=[CH:9][C:4]([C:3]([OH:25])=[O:2])=[CH:5][CH:6]=2)(=[O:23])=[O:24])=[CH:17][CH:18]=1, predict the reactants needed to synthesize it. The reactants are: C[O:2][C:3](=[O:25])[C:4]1[CH:9]=[CH:8][C:7]([S:10](=[O:24])(=[O:23])[N:11]([C:16]2[CH:21]=[CH:20][C:19]([F:22])=[CH:18][CH:17]=2)[CH2:12][CH:13]([CH3:15])[CH3:14])=[CH:6][CH:5]=1.[OH-].[Na+]. (2) Given the product [CH3:18][O:17][N:15]([CH3:16])[C:13](=[O:14])[C:12]1[CH:11]=[CH:10][C:9]([CH2:26][O:25][Si:24]([CH:21]([CH3:23])[CH3:22])([CH:39]([CH3:41])[CH3:40])[CH:36]([CH3:38])[CH3:37])=[CH:20][CH:19]=1, predict the reactants needed to synthesize it. The reactants are: C(O[C:9]1[CH:20]=[CH:19][C:12]([C:13]([N:15]([O:17][CH3:18])[CH3:16])=[O:14])=[CH:11][CH:10]=1)C1C=CC=CC=1.[CH:21]([Si:24]([CH:39]([CH3:41])[CH3:40])([CH:36]([CH3:38])[CH3:37])[O:25][CH2:26]C1C=CC(C(O)=O)=CC=1)([CH3:23])[CH3:22]. (3) Given the product [CH:1]([C:4]1[CH:8]=[C:7]([C:9]2[CH:14]=[CH:13][C:12]([C:15]([F:17])([F:18])[F:16])=[CH:11][CH:10]=2)[S:6][C:5]=1[CH2:19][OH:20])([CH3:3])[CH3:2], predict the reactants needed to synthesize it. The reactants are: [C:1]([C:4]1[CH:8]=[C:7]([C:9]2[CH:14]=[CH:13][C:12]([C:15]([F:18])([F:17])[F:16])=[CH:11][CH:10]=2)[S:6][C:5]=1[CH2:19][OH:20])([CH3:3])=[CH2:2]. (4) Given the product [CH3:39][O:38][CH2:37][O:36][C:18]1[CH:19]=[CH:20][C:21]2[C@@H:22]3[C@@H:30]([C@H:14]([CH2:13][CH2:12][CH2:11][CH2:10][CH2:9][OH:8])[CH2:15][C:16]=2[CH:17]=1)[C@H:29]1[C@@:25]([CH3:35])([C@@H:26]([O:31][CH2:32][O:33][CH3:34])[CH2:27][CH2:28]1)[CH2:24][CH2:23]3, predict the reactants needed to synthesize it. The reactants are: C([O:8][CH2:9][CH2:10][CH2:11][CH2:12][CH2:13][C@H:14]1[C@@H:30]2[C@H:22]([CH2:23][CH2:24][C@@:25]3([CH3:35])[C@H:29]2[CH2:28][CH2:27][C@@H:26]3[O:31][CH2:32][O:33][CH3:34])[C:21]2[CH:20]=[CH:19][C:18]([O:36][CH2:37][O:38][CH3:39])=[CH:17][C:16]=2[CH2:15]1)C1C=CC=CC=1.